This data is from Full USPTO retrosynthesis dataset with 1.9M reactions from patents (1976-2016). The task is: Predict the reactants needed to synthesize the given product. (1) The reactants are: [ClH:1].[F:2][C:3]1[C:8]([O:9][C:10]2[CH:15]=[CH:14][CH:13]=[CH:12][CH:11]=2)=[C:7]([F:16])[CH:6]=[CH:5][C:4]=1[CH:17]([NH2:20])[CH2:18][CH3:19].Br[CH2:22][CH:23]([OH:25])[CH3:24]. Given the product [ClH:1].[F:2][C:3]1[C:8]([O:9][C:10]2[CH:15]=[CH:14][CH:13]=[CH:12][CH:11]=2)=[C:7]([F:16])[CH:6]=[CH:5][C:4]=1[CH:17]([NH:20][CH2:22][CH:23]([OH:25])[CH3:24])[CH2:18][CH3:19], predict the reactants needed to synthesize it. (2) Given the product [F:27][C:24]([F:25])([F:26])[C:20]1[CH:19]=[C:18]([CH:23]=[CH:22][CH:21]=1)[C:17]([NH:16][C:12]1[CH:11]=[C:10]([C:6]2[N:5]3[N:1]=[CH:2][CH:3]=[C:4]3[N:9]([C:30]([O:32][CH3:33])=[O:31])[CH2:8][CH:7]=2)[CH:15]=[CH:14][CH:13]=1)=[O:28], predict the reactants needed to synthesize it. The reactants are: [N:1]1[N:5]2[C:6]([C:10]3[CH:11]=[C:12]([NH:16][C:17](=[O:28])[C:18]4[CH:23]=[CH:22][CH:21]=[C:20]([C:24]([F:27])([F:26])[F:25])[CH:19]=4)[CH:13]=[CH:14][CH:15]=3)=[CH:7][CH2:8][NH:9][C:4]2=[CH:3][CH:2]=1.Cl[C:30]([O:32][CH3:33])=[O:31].CCN(C(C)C)C(C)C. (3) Given the product [CH3:22][C:19]([C:23]1[CH:28]=[CH:27][CH:26]=[CH:25][CH:24]=1)([CH3:18])[CH2:20][NH:21][C:8](=[O:15])[C:9]1[CH:14]=[CH:13][CH:12]=[CH:11][CH:10]=1, predict the reactants needed to synthesize it. The reactants are: CCN(CC)CC.[C:8](Cl)(=[O:15])[C:9]1[CH:14]=[CH:13][CH:12]=[CH:11][CH:10]=1.Cl.[CH3:18][C:19]([C:23]1[CH:28]=[CH:27][CH:26]=[CH:25][CH:24]=1)([CH3:22])[CH2:20][NH2:21].